From a dataset of Reaction yield outcomes from USPTO patents with 853,638 reactions. Predict the reaction yield, written as a fraction of the theoretical maximum amount of product (1.0 means a 100% yield; for example, 0.34 means a 34% yield). (1) The reactants are C[O:2][C:3](=[O:24])[CH:4]([C:11]1[CH:16]=[CH:15][C:14]([S:17]([CH3:20])(=[O:19])=[O:18])=[C:13]([N+:21]([O-:23])=[O:22])[CH:12]=1)[CH2:5][CH:6]1[CH2:10][CH2:9][CH2:8][CH2:7]1.[OH-].[Li+].Cl.C(OCC)(=O)C. The catalyst is O1CCCC1.O. The product is [CH:6]1([CH2:5][CH:4]([C:11]2[CH:16]=[CH:15][C:14]([S:17]([CH3:20])(=[O:19])=[O:18])=[C:13]([N+:21]([O-:23])=[O:22])[CH:12]=2)[C:3]([OH:24])=[O:2])[CH2:10][CH2:9][CH2:8][CH2:7]1. The yield is 0.880. (2) The reactants are C1(P(C2C=CC=CC=2)C2C=CC=CC=2)C=CC=CC=1.BrN1C(=O)CCC1=O.[CH:28]1([CH2:33][CH:34]([C:38]2[CH:43]=[CH:42][C:41]([S:44]([C:47]([F:50])([F:49])[F:48])(=[O:46])=[O:45])=[CH:40][CH:39]=2)[C:35]([OH:37])=O)[CH2:32][CH2:31][CH2:30][CH2:29]1.[NH2:51][C:52]1[S:53][CH:54]=[C:55]([CH2:57][C:58]([O:60][CH2:61][CH3:62])=[O:59])[N:56]=1. The catalyst is C(Cl)Cl. The product is [CH2:61]([O:60][C:58](=[O:59])[CH2:57][C:55]1[N:56]=[C:52]([NH:51][C:35](=[O:37])[CH:34]([C:38]2[CH:39]=[CH:40][C:41]([S:44]([C:47]([F:49])([F:48])[F:50])(=[O:45])=[O:46])=[CH:42][CH:43]=2)[CH2:33][CH:28]2[CH2:29][CH2:30][CH2:31][CH2:32]2)[S:53][CH:54]=1)[CH3:62]. The yield is 0.720. (3) The reactants are [Cl:1][C:2]1[CH:32]=[CH:31][C:5]([CH2:6][CH2:7][NH:8][C:9]([C:11]2[CH:30]=[CH:29][C:14]([O:15][C:16]3[CH:21]=[CH:20][C:19]([CH2:22][C:23]([O:25]CC)=[O:24])=[CH:18][C:17]=3[CH3:28])=[CH:13][CH:12]=2)=[O:10])=[CH:4][CH:3]=1.[OH-].[Na+].O. The catalyst is O1CCOCC1.C(OCC)(=O)C.Cl. The product is [Cl:1][C:2]1[CH:3]=[CH:4][C:5]([CH2:6][CH2:7][NH:8][C:9]([C:11]2[CH:12]=[CH:13][C:14]([O:15][C:16]3[CH:21]=[CH:20][C:19]([CH2:22][C:23]([OH:25])=[O:24])=[CH:18][C:17]=3[CH3:28])=[CH:29][CH:30]=2)=[O:10])=[CH:31][CH:32]=1. The yield is 0.853. (4) The reactants are [O:1]1[CH:5]=[CH:4][CH:3]=[C:2]1[C:6]1[N:7]=[C:8]([NH:20]C(=O)OC(C)(C)C)[S:9][C:10]=1[C:11]([C:13]1([CH3:19])[CH2:18][CH2:17][O:16][CH2:15][CH2:14]1)=[O:12]. The catalyst is FC(F)(F)C(O)=O. The product is [CH3:19][C:13]1([C:11]([C:10]2[S:9][C:8]([NH2:20])=[N:7][C:6]=2[C:2]2[O:1][CH:5]=[CH:4][CH:3]=2)=[O:12])[CH2:18][CH2:17][O:16][CH2:15][CH2:14]1. The yield is 1.00. (5) The reactants are [CH2:1]([O:3][C:4](=[O:14])[CH2:5][CH2:6][C:7]1[CH:12]=[CH:11][CH:10]=[C:9]([OH:13])[CH:8]=1)[CH3:2].C([O-])([O-])=O.[K+].[K+].[CH2:21]1[O:23][C@H:22]1[CH2:24]OS(C1C=C([N+]([O-])=O)C=CC=1)(=O)=O. The catalyst is CC(C)=O. The product is [CH2:1]([O:3][C:4](=[O:14])[CH2:5][CH2:6][C:7]1[CH:12]=[CH:11][CH:10]=[C:9]([O:13][CH2:24][C@H:22]2[CH2:21][O:23]2)[CH:8]=1)[CH3:2]. The yield is 0.930.